From a dataset of Forward reaction prediction with 1.9M reactions from USPTO patents (1976-2016). Predict the product of the given reaction. (1) Given the reactants [F:1][C:2]([F:48])([F:47])[S:3](OC1C(C)(C)[C@H]2[C@](C)(CC=1)[C@@H]1[C@](C)([C@@]3(C)[C@H](CC1)[C@H]1[C@H](C(C)=C)CC[C@]1(NCCN1CCS(=O)(=O)CC1)CC3)CC2)(=[O:5])=[O:4].[O:49]=[C:50]1[CH2:55][CH2:54][C:53]([C:56]([O:58][CH3:59])=[O:57])=[CH:52][CH2:51]1.[O:60]=[C:61]1[CH2:66][CH2:65][CH:64]([C:67]([O:69][CH3:70])=[O:68])[CH:63]=[CH:62]1, predict the reaction product. The product is: [F:1][C:2]([F:48])([F:47])[S:3]([O:49][C:50]1[CH2:55][CH2:54][C:53]([C:56]([O:58][CH3:59])=[O:57])=[CH:52][CH:51]=1)(=[O:5])=[O:4].[O:60]=[C:61]1[CH2:66][CH2:65][C:64]([C:67]([O:69][CH3:70])=[O:68])=[CH:63][CH2:62]1.[O:49]=[C:50]1[CH2:55][CH2:54][CH:53]([C:56]([O:58][CH3:59])=[O:57])[CH:52]=[CH:51]1. (2) Given the reactants [CH2:1]([O:5][C:6](=[O:26])[NH:7][CH2:8][C:9]1([C:19]2[CH:24]=[CH:23][C:22](I)=[CH:21][CH:20]=2)[CH2:14][CH2:13][N:12]([CH2:15][CH:16]2[CH2:18][CH2:17]2)[CH2:11][CH2:10]1)[CH:2]([CH3:4])[CH3:3].[C:27]([C:29]1[CH:30]=[C:31](B(O)O)[CH:32]=[CH:33][CH:34]=1)#[N:28].C([O-])([O-])=O.[Na+].[Na+].CCO, predict the reaction product. The product is: [CH2:1]([O:5][C:6](=[O:26])[NH:7][CH2:8][C:9]1([C:19]2[CH:24]=[CH:23][C:22]([C:33]3[CH:32]=[CH:31][CH:30]=[C:29]([C:27]#[N:28])[CH:34]=3)=[CH:21][CH:20]=2)[CH2:14][CH2:13][N:12]([CH2:15][CH:16]2[CH2:18][CH2:17]2)[CH2:11][CH2:10]1)[CH:2]([CH3:4])[CH3:3]. (3) Given the reactants [CH2:1]=O.[NH2:3][N:4]([CH2:9][CH2:10][OH:11])[C:5](=[S:8])[O:6][CH3:7], predict the reaction product. The product is: [O:11]1[CH2:10][CH2:9][N:4]([C:5](=[S:8])[O:6][CH3:7])[NH:3][CH2:1]1. (4) Given the reactants [Cl:1]C(Cl)(Cl)C(Cl)(Cl)Cl.C1(P(C2C=CC=CC=2)C2C=CC=CC=2)C=CC=CC=1.[Cl:28][C:29]1[CH:40]=[CH:39][C:32]([C:33]([NH:35][CH2:36][CH:37]=[O:38])=O)=[C:31]([OH:41])[CH:30]=1, predict the reaction product. The product is: [ClH:1].[Cl:28][C:29]1[CH:40]=[CH:39][C:32]([C:33]2[O:38][CH:37]([Cl:1])[CH2:36][N:35]=2)=[C:31]([OH:41])[CH:30]=1. (5) Given the reactants [NH2:1][C:2]1[C:11]2[C:6](=[C:7]([C:13]3[CH:14]=[C:15]4[C:20](=[CH:21][CH:22]=3)[N:19]=[C:18]([NH:23][CH3:24])[N:17]=[CH:16]4)[C:8]([CH3:12])=[CH:9][CH:10]=2)[CH:5]=[CH:4][N:3]=1.Br[C:26]1[CH:27]=[N:28][CH:29]=[C:30]([O:32][CH:33]([CH3:35])[CH3:34])[CH:31]=1.CC(C1C=C(C(C)C)C(C2C=CC=CC=2P(C2CCCCC2)C2CCCCC2)=C(C(C)C)C=1)C.CC(C)([O-])C.[Na+].C(=O)(O)[O-].[Na+], predict the reaction product. The product is: [CH:33]([O:32][C:30]1[CH:31]=[C:26]([NH:1][C:2]2[C:11]3[C:6](=[C:7]([C:13]4[CH:14]=[C:15]5[C:20](=[CH:21][CH:22]=4)[N:19]=[C:18]([NH:23][CH3:24])[N:17]=[CH:16]5)[C:8]([CH3:12])=[CH:9][CH:10]=3)[CH:5]=[CH:4][N:3]=2)[CH:27]=[N:28][CH:29]=1)([CH3:35])[CH3:34]. (6) Given the reactants [CH3:1][O:2][C:3]1[C:11]([CH3:12])=[CH:10][C:6]([C:7](Cl)=[O:8])=[CH:5][C:4]=1[CH3:13].[Cl:14][C:15]1[CH:20]=[C:19]([Cl:21])[N:18]=[CH:17][C:16]=1[NH2:22].N1C=CC=CC=1, predict the reaction product. The product is: [Cl:14][C:15]1[CH:20]=[C:19]([Cl:21])[N:18]=[CH:17][C:16]=1[NH:22][C:7](=[O:8])[C:6]1[CH:10]=[C:11]([CH3:12])[C:3]([O:2][CH3:1])=[C:4]([CH3:13])[CH:5]=1. (7) Given the reactants [F:1][C:2]([F:21])([F:20])[C@@H:3]([OH:19])[CH2:4][N:5]1[CH2:10][CH2:9][CH2:8][C@H:7]([C:11]2[CH:16]=[CH:15][CH:14]=[C:13]([O:17][CH3:18])[CH:12]=2)[CH2:6]1.C(#N)C.[Cl:25][C:26]1[CH:31]=[CH:30][C:29]([N:32]=[C:33]=[O:34])=[CH:28][CH:27]=1.Cl, predict the reaction product. The product is: [ClH:25].[F:21][C:2]([F:1])([F:20])[C@@H:3]([O:19][C:33](=[O:34])[NH:32][C:29]1[CH:30]=[CH:31][C:26]([Cl:25])=[CH:27][CH:28]=1)[CH2:4][N:5]1[CH2:10][CH2:9][CH2:8][C@H:7]([C:11]2[CH:16]=[CH:15][CH:14]=[C:13]([O:17][CH3:18])[CH:12]=2)[CH2:6]1. (8) Given the reactants [CH2:1]([C:3]1[CH:8]=[CH:7][C:6]([C@H:9]2[CH2:14][C@@H:13]([C:15]([F:18])([F:17])[F:16])[N:12]3[N:19]=[CH:20][C:21]([C:22]([OH:24])=O)=[C:11]3[NH:10]2)=[CH:5][CH:4]=1)[CH3:2].CN(C(ON1N=NC2C=CC=NC1=2)=[N+](C)C)C.F[P-](F)(F)(F)(F)F.C(N(CC)C(C)C)(C)C.[F:58][C:59]1[CH:60]=[CH:61][C:62]([CH2:65][NH2:66])=[N:63][CH:64]=1.Cl, predict the reaction product. The product is: [CH2:1]([C:3]1[CH:8]=[CH:7][C:6]([C@H:9]2[CH2:14][C@@H:13]([C:15]([F:18])([F:16])[F:17])[N:12]3[N:19]=[CH:20][C:21]([C:22]([NH:66][CH2:65][C:62]4[CH:61]=[CH:60][C:59]([F:58])=[CH:64][N:63]=4)=[O:24])=[C:11]3[NH:10]2)=[CH:5][CH:4]=1)[CH3:2].